This data is from Full USPTO retrosynthesis dataset with 1.9M reactions from patents (1976-2016). The task is: Predict the reactants needed to synthesize the given product. (1) Given the product [CH2:1]([C:5]1[N:6]=[C:7]2[C:16]3[C:11](=[CH:12][CH:13]=[CH:14][CH:15]=3)[CH:10]=[CH:9][N:8]2[C:17](=[O:26])[C:18]=1[C:19]1[CH:24]=[CH:23][C:22]([NH:49][C@@H:50]2[CH2:54][CH2:53][N:52]([C:55]([O:57][C:58]([CH3:61])([CH3:60])[CH3:59])=[O:56])[CH2:51]2)=[CH:21][CH:20]=1)[CH2:2][CH2:3][CH3:4], predict the reactants needed to synthesize it. The reactants are: [CH2:1]([C:5]1[N:6]=[C:7]2[C:16]3[C:11](=[CH:12][CH:13]=[CH:14][CH:15]=3)[CH:10]=[CH:9][N:8]2[C:17](=[O:26])[C:18]=1[C:19]1[CH:24]=[CH:23][C:22](Cl)=[CH:21][CH:20]=1)[CH2:2][CH2:3][CH3:4].C(C1N=C2C=CC=CN2C(=O)C=1C1C=CC(Cl)=CC=1)CCC.[NH2:49][C@@H:50]1[CH2:54][CH2:53][N:52]([C:55]([O:57][C:58]([CH3:61])([CH3:60])[CH3:59])=[O:56])[CH2:51]1.NC1CCCN(C(OC(C)(C)C)=O)C1. (2) The reactants are: [C:1]1([Mg]Br)[CH:6]=[CH:5][CH:4]=[CH:3][CH:2]=1.[CH2:9]([O:16][C@H:17]([CH2:27][O:28][CH2:29][C:30]1[CH:35]=[CH:34][CH:33]=[CH:32][CH:31]=1)[CH:18]=[N:19][CH2:20][C:21]1[CH:26]=[CH:25][CH:24]=[CH:23][CH:22]=1)[C:10]1[CH:15]=[CH:14][CH:13]=[CH:12][CH:11]=1.[NH4+].[Cl-]. Given the product [CH2:20]([NH:19][C@H:18]([C:1]1[CH:6]=[CH:5][CH:4]=[CH:3][CH:2]=1)[C@H:17]([O:16][CH2:9][C:10]1[CH:11]=[CH:12][CH:13]=[CH:14][CH:15]=1)[CH2:27][O:28][CH2:29][C:30]1[CH:31]=[CH:32][CH:33]=[CH:34][CH:35]=1)[C:21]1[CH:22]=[CH:23][CH:24]=[CH:25][CH:26]=1, predict the reactants needed to synthesize it. (3) Given the product [CH3:24][O:23][C:20]1[N:19]=[C:18]([C:25]2[CH:33]=[CH:32][C:28]([N:29]([CH3:30])[CH3:31])=[CH:27][CH:26]=2)[C:17]([N:12]2[CH2:13][CH2:14][CH2:15][N:9]([C:6]3[CH:5]=[CH:4][C:3]([O:2][CH3:1])=[CH:8][CH:7]=3)[CH2:10][CH2:11]2)=[CH:22][CH:21]=1, predict the reactants needed to synthesize it. The reactants are: [CH3:1][O:2][C:3]1[CH:8]=[CH:7][C:6]([N:9]2[CH2:15][CH2:14][CH2:13][NH:12][CH2:11][CH2:10]2)=[CH:5][CH:4]=1.Br[C:17]1[C:18]([C:25]2[CH:33]=[CH:32][C:28]([N:29]([CH3:31])[CH3:30])=[CH:27][CH:26]=2)=[N:19][C:20]([O:23][CH3:24])=[CH:21][CH:22]=1.C1C=CC(P(C2C(C3C(P(C4C=CC=CC=4)C4C=CC=CC=4)=CC=C4C=3C=CC=C4)=C3C(C=CC=C3)=CC=2)C2C=CC=CC=2)=CC=1.CC(C)([O-])C.[Na+].